From a dataset of CYP2C9 inhibition data for predicting drug metabolism from PubChem BioAssay. Regression/Classification. Given a drug SMILES string, predict its absorption, distribution, metabolism, or excretion properties. Task type varies by dataset: regression for continuous measurements (e.g., permeability, clearance, half-life) or binary classification for categorical outcomes (e.g., BBB penetration, CYP inhibition). Dataset: cyp2c9_veith. (1) The molecule is CN1[C@H]2CC(OC(=O)[C@@H](CO)c3ccccc3)C[C@H]1[C@H]1O[C@@H]21. The result is 0 (non-inhibitor). (2) The molecule is O=c1c(-c2ccccc2)c(O)c2cccc3c2n1CCC3. The result is 0 (non-inhibitor). (3) The molecule is COc1ccc(C(=O)N2CCC3(CCN(Cc4ccccc4)CC3)CC2)cc1. The result is 0 (non-inhibitor). (4) The compound is C=CCSc1nnc2c(n1)OC(c1c(C)[nH]n(-c3ccccc3)c1=O)Nc1ccccc1-2. The result is 1 (inhibitor). (5) The compound is O=S(=O)(c1ccccc1)N1CCC[C@@]2(CCN(c3ncccn3)C2)C1. The result is 1 (inhibitor).